From a dataset of Full USPTO retrosynthesis dataset with 1.9M reactions from patents (1976-2016). Predict the reactants needed to synthesize the given product. (1) Given the product [F:2][C:3]1[C:8]([F:9])=[CH:7][CH:6]=[CH:5][C:4]=1[C@H:10]1[CH2:16][N:15]2[C:17]([CH2:20][C:21]([F:24])([F:22])[F:23])=[CH:18][N:19]=[C:14]2[C@H:13]([NH2:25])[CH2:12][CH2:11]1, predict the reactants needed to synthesize it. The reactants are: Cl.[F:2][C:3]1[C:8]([F:9])=[CH:7][CH:6]=[CH:5][C:4]=1[C@H:10]1[CH2:16][N:15]2[C:17]([CH2:20][C:21]([F:24])([F:23])[F:22])=[CH:18][N:19]=[C:14]2[C@H:13]([NH:25]C(=O)OC(C)(C)C)[CH2:12][CH2:11]1. (2) Given the product [F:23][C:20]([F:21])([F:22])[C:17]1([C:16]2[C:10]3[CH2:9][NH:8][CH2:13][CH2:12][C:11]=3[NH:14][N:15]=2)[CH2:19][CH2:18]1, predict the reactants needed to synthesize it. The reactants are: C(OC([N:8]1[CH2:13][CH2:12][C:11]2[NH:14][N:15]=[C:16]([C:17]3([C:20]([F:23])([F:22])[F:21])[CH2:19][CH2:18]3)[C:10]=2[CH2:9]1)=O)(C)(C)C.Cl.O1CCOCC1. (3) Given the product [Cl:28][C:25]1[CH:26]=[CH:27][C:22]([C@H:15]2[C@H:16]([OH:21])[C@@H:17]([OH:20])[C@H:18]([OH:19])[C@@H:13]([CH2:12][O:11][CH3:40])[O:14]2)=[CH:23][C:24]=1[CH2:29][C:30]1[S:31][C:32]([C:35]2[O:36][CH:37]=[CH:38][CH:39]=2)=[CH:33][N:34]=1, predict the reactants needed to synthesize it. The reactants are: CC1C=CC(S([O:11][CH2:12][C@@H:13]2[C@@H:18]([OH:19])[C@H:17]([OH:20])[C@@H:16]([OH:21])[C@H:15]([C:22]3[CH:27]=[CH:26][C:25]([Cl:28])=[C:24]([CH2:29][C:30]4[S:31][C:32]([C:35]5[O:36][CH:37]=[CH:38][CH:39]=5)=[CH:33][N:34]=4)[CH:23]=3)[O:14]2)(=O)=O)=CC=1.[CH3:40][O-].[Na+].